Dataset: Forward reaction prediction with 1.9M reactions from USPTO patents (1976-2016). Task: Predict the product of the given reaction. (1) Given the reactants [H-].[Na+].[CH3:3][CH:4]([OH:7])[C:5]#[CH:6].Br[CH2:9][C:10]([O:12][CH3:13])=[O:11].[CH2:14]1COCC1, predict the reaction product. The product is: [CH3:13][O:12][C:10](=[O:11])[CH2:9][O:7][C:4]([CH3:14])([CH3:3])[C:5]#[CH:6]. (2) The product is: [NH2:8][CH2:23][C:24]([OH:26])=[O:25].[CH2:1]([NH:8][NH:9][CH2:10][C:11]1[CH:16]=[CH:15][CH:14]=[CH:13][CH:12]=1)[C:2]1[CH:3]=[CH:4][CH:5]=[CH:6][CH:7]=1. Given the reactants [CH2:1]([NH:8][NH:9][CH2:10][C:11]1[CH:16]=[CH:15][CH:14]=[CH:13][CH:12]=1)[C:2]1[CH:7]=[CH:6][CH:5]=[CH:4][CH:3]=1.C1COCC1.Br[CH2:23][C:24]([O:26]CC)=[O:25], predict the reaction product. (3) Given the reactants [NH:1]([C:3]1[N:8]=[CH:7][N:6]=[C:5]2[N:9]([C:12]3[CH:17]=[CH:16][CH:15]=[CH:14][CH:13]=3)[N:10]=[CH:11][C:4]=12)[NH2:2].[N:18]1[C:27]2[C:22](=[CH:23][CH:24]=[CH:25][CH:26]=2)[CH:21]=[C:20]([CH:28]=O)[CH:19]=1.C1(N2C3=NC=NC(NN=CC4C=CN=CC=4)=C3C=N2)C=CC=CC=1, predict the reaction product. The product is: [C:12]1([N:9]2[C:5]3=[N:6][CH:7]=[N:8][C:3]([NH:1][N:2]=[CH:28][C:20]4[CH:19]=[N:18][C:27]5[C:22]([CH:21]=4)=[CH:23][CH:24]=[CH:25][CH:26]=5)=[C:4]3[CH:11]=[N:10]2)[CH:17]=[CH:16][CH:15]=[CH:14][CH:13]=1. (4) Given the reactants CN(C)C=O.F[C:7]1[CH:12]=[CH:11][C:10]([C:13]2[CH2:17][C:16]([C:22]3[CH:35]=[CH:34][C:25]([NH:26][C:27](=[O:33])[O:28][C:29]([CH3:32])([CH3:31])[CH3:30])=[C:24]([CH3:36])[CH:23]=3)([C:18]([F:21])([F:20])[F:19])[O:15][N:14]=2)=[CH:9][CH:8]=1.[CH3:37][S-:38].[Na+], predict the reaction product. The product is: [CH3:36][C:24]1[CH:23]=[C:22]([C:16]2([C:18]([F:21])([F:20])[F:19])[O:15][N:14]=[C:13]([C:10]3[CH:11]=[CH:12][C:7]([S:38][CH3:37])=[CH:8][CH:9]=3)[CH2:17]2)[CH:35]=[CH:34][C:25]=1[NH:26][C:27](=[O:33])[O:28][C:29]([CH3:32])([CH3:31])[CH3:30]. (5) Given the reactants [Cl:1][C:2]1[CH:7]=[CH:6][C:5]([CH2:8][N:9]2[CH2:13][CH2:12][CH2:11][CH2:10]2)=[CH:4][C:3]=1[C:14]1[C:18]([C:19]2[N:23]=[CH:22][N:21]([CH2:24][O:25][CH2:26][CH2:27][Si:28]([CH3:31])([CH3:30])[CH3:29])[N:20]=2)=[CH:17][N:16]([C:32]2[C:37]([CH3:38])=[CH:36][N:35]=[C:34]([NH2:39])[CH:33]=2)[N:15]=1.[C:40](Cl)(=[O:43])[O:41][CH3:42], predict the reaction product. The product is: [Cl:1][C:2]1[CH:7]=[CH:6][C:5]([CH2:8][N:9]2[CH2:13][CH2:12][CH2:11][CH2:10]2)=[CH:4][C:3]=1[C:14]1[C:18]([C:19]2[N:23]=[CH:22][N:21]([CH2:24][O:25][CH2:26][CH2:27][Si:28]([CH3:31])([CH3:30])[CH3:29])[N:20]=2)=[CH:17][N:16]([C:32]2[C:37]([CH3:38])=[CH:36][N:35]=[C:34]([NH:39][C:40](=[O:43])[O:41][CH3:42])[CH:33]=2)[N:15]=1. (6) Given the reactants [Na].[NH:2]1[C:6]([SH:7])=[CH:5][N:4]=[N:3]1.[C:8]([O:12][C:13]([N:15]1[CH2:21][CH2:20][C:19]2[C:22]([CH2:27]Cl)=[C:23]([Cl:26])[CH:24]=[CH:25][C:18]=2[CH2:17][CH2:16]1)=[O:14])([CH3:11])([CH3:10])[CH3:9], predict the reaction product. The product is: [C:8]([O:12][C:13]([N:15]1[CH2:21][CH2:20][C:19]2[C:22]([CH2:27][S:7][C:6]3[NH:2][N:3]=[N:4][CH:5]=3)=[C:23]([Cl:26])[CH:24]=[CH:25][C:18]=2[CH2:17][CH2:16]1)=[O:14])([CH3:11])([CH3:10])[CH3:9]. (7) Given the reactants [F:1][C:2]1[C:3]([C:9]2[CH:14]=[C:13]([F:15])[CH:12]=[C:11]([F:16])[C:10]=2[F:17])=[N:4][C:5]([CH3:8])=[CH:6][CH:7]=1.[Mn]([O-])(=O)(=O)=[O:19].[K+].[OH2:24], predict the reaction product. The product is: [F:1][C:2]1[CH:7]=[CH:6][C:5]([C:8]([OH:19])=[O:24])=[N:4][C:3]=1[C:9]1[CH:14]=[C:13]([F:15])[CH:12]=[C:11]([F:16])[C:10]=1[F:17].